Dataset: Drug-target binding data from BindingDB using IC50 measurements. Task: Regression. Given a target protein amino acid sequence and a drug SMILES string, predict the binding affinity score between them. We predict pIC50 (pIC50 = -log10(IC50 in M); higher means more potent). Dataset: bindingdb_ic50. (1) The drug is NCCc1cc(Br)cc(C#Cc2ccc(C#Cc3cc(Br)cc(CCN)c3)cc2)c1. The target protein (Q7U0P8) has sequence MEIIPPRLKEPLYRLYELRLRQGLAASKSDLPRHIAVLCDGNRRWARSAGYDDVSYGYRMGAAKIAEMLRWCHEAGIELATVYLLSTENLQRDPDELAALIEIITDVVEEICAPANHWSVRTVGDLGLIGEEPARRLRGAVESTPEVASFHVNVAVGYGGRREIVDAVRALLSKELANGATAEELVDAVTVEGISENLYTSGQPDPDLVIRTSGEQRLSGFLLWQSAYSEMWFTEAHWPAFRHVDFLRALRDYSARHRRYGR. The pIC50 is 5.4. (2) The compound is O=C(O)c1cncc(C#Cc2ccccc2)c1. The target protein sequence is MFKLLSKLLVYLTASIMAIASPLAFSVDSSGEYPTVSEIPVGEVRLYQIADGVWSHIATQSFDGAVYPSNGLIVRDGDELLLIDTAWGAKNTAALLAEIEKQIGLPVTRAVSTHFHDDRVGGVDVLRAAGVATYASPSTRRLAEVEGNEIPTHSLEGLSSSGDAVRFGPVELFYPGAAHSTDNLVVYVPSASVLYGGCAIYELSRTSAGNVADADLAEWPTSIERIQQHYPEAQFVIPGHGLPGGLDLLKHTTNVVKAHTNRSVVE. The pIC50 is 3.5.